From a dataset of Reaction yield outcomes from USPTO patents with 853,638 reactions. Predict the reaction yield, written as a fraction of the theoretical maximum amount of product (1.0 means a 100% yield; for example, 0.34 means a 34% yield). (1) The reactants are [C:1](=[O:5])([O:3][CH3:4])[NH2:2].O=[C:7]([CH2:11][CH2:12][PH:13]([CH2:15][OH:16])=[O:14])[C:8]([OH:10])=[O:9].C(O)(=O)C. The catalyst is O.C1(C)C=CC(S(O)(=O)=O)=CC=1.ClC1C=CC=CC=1. The product is [CH3:4][O:3][C:1]([NH:2]/[C:7](=[CH:11]\[CH2:12][PH:13]([CH2:15][OH:16])=[O:14])/[C:8]([OH:10])=[O:9])=[O:5]. The yield is 0.722. (2) The reactants are [CH3:1][O:2][C:3]1[CH:8]=[CH:7][C:6]([CH2:9][C:10]#[N:11])=[CH:5][CH:4]=1.[K+].[Br-:13].[N+]([O-])(O)=O. The catalyst is [Cl-].C([N+](CCCC)(CCCC)CCCC)CCC.ClC(Cl)C.ClCCl. The product is [Br:13][C:4]1[CH:5]=[C:6]([CH2:9][C:10]#[N:11])[CH:7]=[CH:8][C:3]=1[O:2][CH3:1]. The yield is 0.700. (3) The reactants are [F:1][C:2]([F:7])([F:6])[C:3]([OH:5])=[O:4].[CH3:8][O:9][C:10]1[CH:11]=[C:12]2[C:16](=[CH:17][CH:18]=1)[NH:15][C:14](=[O:19])[C@:13]12[CH2:21][C@H:20]1[C:22]1[CH:30]=[C:29]2[C:25]([C:26]([C:31]3[CH:36]=[CH:35][C:34]([N:37]4[CH2:42][CH2:41][NH:40][CH2:39][CH2:38]4)=[CH:33][CH:32]=3)=[N:27][NH:28]2)=[CH:24][CH:23]=1.[CH:43](=O)[CH3:44]. No catalyst specified. The product is [F:1][C:2]([F:7])([F:6])[C:3]([OH:5])=[O:4].[CH2:43]([N:40]1[CH2:41][CH2:42][N:37]([C:34]2[CH:33]=[CH:32][C:31]([C:26]3[C:25]4[C:29](=[CH:30][C:22]([C@H:20]5[C@@:13]6([C:12]7[C:16](=[CH:17][CH:18]=[C:10]([O:9][CH3:8])[CH:11]=7)[NH:15][C:14]6=[O:19])[CH2:21]5)=[CH:23][CH:24]=4)[NH:28][N:27]=3)=[CH:36][CH:35]=2)[CH2:38][CH2:39]1)[CH3:44]. The yield is 0.0700. (4) The reactants are [Br:1][C:2]1[C:7]([N+:8]([O-])=O)=[CH:6][CH:5]=[CH:4][N:3]=1.[CH:11]([Mg]Br)=[CH2:12]. The catalyst is C1COCC1. The product is [Br:1][C:2]1[N:3]=[CH:4][CH:5]=[C:6]2[C:7]=1[NH:8][CH:12]=[CH:11]2. The yield is 0.600. (5) The reactants are C(O)(=O)C(C)(C)C.C(=O)([O-])[O-].[K+].[K+].Br[C:15]1[CH:33]=[CH:32][C:31]([Cl:34])=[CH:30][C:16]=1[CH2:17][O:18][C:19]1[CH:28]=[CH:27][CH:26]=[C:25]2[C:20]=1[CH2:21][CH2:22][CH2:23][C:24]2=[O:29]. The catalyst is CC(N(C)C)=O.C([O-])(=O)C(C)(C)C.[Pd+2].C([O-])(=O)C(C)(C)C.FC1C=CC(P(C2C=CC(F)=CC=2)C2C=CC(F)=CC=2)=CC=1. The product is [Cl:34][C:31]1[CH:32]=[CH:33][C:15]2[C:28]3[C:19](=[C:20]4[CH2:21][CH2:22][CH2:23][C:24](=[O:29])[C:25]4=[CH:26][CH:27]=3)[O:18][CH2:17][C:16]=2[CH:30]=1. The yield is 0.970. (6) The reactants are [C:1]([C:5]1[CH:6]=[C:7]2[C:12](=[CH:13][CH:14]=1)[C:11](=[O:15])[NH:10][C:9](=[O:16])/[C:8]/2=[CH:17]/OC)([CH3:4])([CH3:3])[CH3:2].[NH2:20][CH2:21][C:22]1[CH:27]=[C:26]([OH:28])[C:25]([O:29][CH2:30][CH2:31][CH3:32])=[CH:24][N:23]=1. The catalyst is CN(C)C=O. The product is [C:1]([C:5]1[CH:6]=[C:7]2[C:12](=[CH:13][CH:14]=1)[C:11](=[O:15])[NH:10][C:9](=[O:16])[C:8]2=[CH:17][NH:20][CH2:21][C:22]1[CH:27]=[C:26]([OH:28])[C:25]([O:29][CH2:30][CH2:31][CH3:32])=[CH:24][N:23]=1)([CH3:4])([CH3:3])[CH3:2]. The yield is 0.660. (7) The reactants are [OH:1][C:2]1[CH:3]=[C:4]([C:18](O)=[O:19])[C:5]2[O:9][C:8]([C:10]3[CH:15]=[CH:14][C:13]([OH:16])=[CH:12][CH:11]=3)=[CH:7][C:6]=2[CH:17]=1. The catalyst is C1COCC1. The product is [OH:19][CH2:18][C:4]1[C:5]2[O:9][C:8]([C:10]3[CH:15]=[CH:14][C:13]([OH:16])=[CH:12][CH:11]=3)=[CH:7][C:6]=2[CH:17]=[C:2]([OH:1])[CH:3]=1. The yield is 0.360. (8) The reactants are F[C:2]1[CH:3]=[C:4]([CH3:11])[CH:5]=[CH:6][C:7]=1[N+:8]([O-:10])=[O:9].C(N(C(C)C)CC)(C)C.Cl.Cl.[CH3:23][CH:24]([O:26][C@H:27]1[CH2:32][CH2:31][C@H:30]([N:33]2[CH2:38][CH2:37][CH:36]([NH2:39])[CH2:35][CH2:34]2)[CH2:29][CH2:28]1)[CH3:25]. The catalyst is CN(C)C=O. The product is [CH3:25][CH:24]([O:26][C@H:27]1[CH2:28][CH2:29][C@H:30]([N:33]2[CH2:34][CH2:35][CH:36]([NH:39][C:2]3[CH:3]=[C:4]([CH3:11])[CH:5]=[CH:6][C:7]=3[N+:8]([O-:10])=[O:9])[CH2:37][CH2:38]2)[CH2:31][CH2:32]1)[CH3:23]. The yield is 0.740.